This data is from Full USPTO retrosynthesis dataset with 1.9M reactions from patents (1976-2016). The task is: Predict the reactants needed to synthesize the given product. (1) Given the product [CH2:7]=[CH:6][C:5]1[CH:8]=[CH:9][CH:2]=[CH:3][CH:4]=1.[CH3:1][C:2]1[CH:9]=[CH:8][C:5]([CH:6]=[CH2:7])=[CH:4][CH:3]=1, predict the reactants needed to synthesize it. The reactants are: [CH3:1][C:2]1[CH:9]=[CH:8][C:5]([CH:6]=[CH2:7])=[CH:4][CH:3]=1.C([Al](CC(C)C)CC(C)C)C(C)C.C1(C)C=CC=CC=1.Cl(O)(=O)=O.C(O)C. (2) Given the product [Cl:47][CH2:48][CH2:49][CH2:50][S:51]([NH:1][C:2]1[C:21]([C:22]2[CH:23]=[CH:24][C:25]3[O:38][CH2:37][N:28]4[C:29]5[CH:30]=[CH:31][CH:32]=[C:33]([F:36])[C:34]=5[CH:35]=[C:27]4[C:26]=3[N:39]=2)=[CH:20][C:5]2[C:6]([C:16]([NH:18][CH3:19])=[O:17])=[C:7]([C:9]3[CH:14]=[CH:13][C:12]([F:15])=[CH:11][CH:10]=3)[O:8][C:4]=2[CH:3]=1)(=[O:53])=[O:52], predict the reactants needed to synthesize it. The reactants are: [NH2:1][C:2]1[C:21]([C:22]2[CH:23]=[CH:24][C:25]3[O:38][CH2:37][N:28]4[C:29]5[CH:30]=[CH:31][CH:32]=[C:33]([F:36])[C:34]=5[CH:35]=[C:27]4[C:26]=3[N:39]=2)=[CH:20][C:5]2[C:6]([C:16]([NH:18][CH3:19])=[O:17])=[C:7]([C:9]3[CH:14]=[CH:13][C:12]([F:15])=[CH:11][CH:10]=3)[O:8][C:4]=2[CH:3]=1.CCN(CC)CC.[Cl:47][CH2:48][CH2:49][CH2:50][S:51](Cl)(=[O:53])=[O:52]. (3) Given the product [CH2:13]([N:8]1[CH:9]=[CH:10][C:6]([C:2]2[S:1][CH:5]=[CH:4][CH:3]=2)=[N:7]1)[CH3:14].[CH2:13]([N:7]1[C:6]([C:2]2[S:1][CH:5]=[CH:4][CH:3]=2)=[CH:10][CH:9]=[N:8]1)[CH3:14], predict the reactants needed to synthesize it. The reactants are: [S:1]1[CH:5]=[CH:4][CH:3]=[C:2]1[C:6]1[CH:10]=[CH:9][NH:8][N:7]=1.[H-].[Na+].[CH2:13](I)[CH3:14].O.